From a dataset of Full USPTO retrosynthesis dataset with 1.9M reactions from patents (1976-2016). Predict the reactants needed to synthesize the given product. (1) Given the product [Cl:18][C:15]1[CH:16]=[CH:17][C:12]([C:11]([NH:10][C:9]2[CH:8]=[C:7]([C:20]3[CH:25]=[CH:24][CH:23]=[CH:22][CH:21]=3)[S:6][C:5]=2[C:3]([OH:4])=[O:2])=[O:19])=[CH:13][CH:14]=1, predict the reactants needed to synthesize it. The reactants are: C[O:2][C:3]([C:5]1[S:6][C:7]([C:20]2[CH:25]=[CH:24][CH:23]=[CH:22][CH:21]=2)=[CH:8][C:9]=1[NH:10][C:11](=[O:19])[C:12]1[CH:17]=[CH:16][C:15]([Cl:18])=[CH:14][CH:13]=1)=[O:4].O1CCCC1.CO.[OH-].[Li+]. (2) Given the product [Cl:47][C:46]1[C:41]([NH:40][C:35]2[CH:36]=[CH:37][CH:38]=[CH:39][C:34]=2[S:31]([N:28]2[CH2:29][CH2:30][C@H:26]([OH:25])[CH2:27]2)(=[O:32])=[O:33])=[N:42][C:43]([NH:1][C:2]2[C:17]([O:18][CH3:19])=[CH:16][C:5]3[CH2:6][CH2:7][N:8]([CH2:11][C:12]([OH:14])([CH3:15])[CH3:13])[CH2:9][CH2:10][C:4]=3[CH:3]=2)=[N:44][CH:45]=1, predict the reactants needed to synthesize it. The reactants are: [NH2:1][C:2]1[C:17]([O:18][CH3:19])=[CH:16][C:5]2[CH2:6][CH2:7][N:8]([CH2:11][C:12]([CH3:15])([OH:14])[CH3:13])[CH2:9][CH2:10][C:4]=2[CH:3]=1.C([Si](C)(C)[O:25][C@H:26]1[CH2:30][CH2:29][N:28]([S:31]([C:34]2[CH:39]=[CH:38][CH:37]=[CH:36][C:35]=2[NH:40][C:41]2[C:46]([Cl:47])=[CH:45][N:44]=[C:43](Cl)[N:42]=2)(=[O:33])=[O:32])[CH2:27]1)(C)(C)C. (3) Given the product [CH2:91]([Cl:93])[Cl:92].[CH3:13][OH:14].[NH4+:4].[OH-:52].[CH2:39]([C:41]1[C:49]2[C:44](=[CH:45][CH:46]=[CH:47][C:48]=2[NH:50][C:51]([C:53]2[N:57]3[CH:58]=[CH:59][CH:60]=[CH:61][C:56]3=[N:55][CH:54]=2)=[O:52])[N:43]([CH2:62][C:63]2[CH:64]=[CH:65][CH:66]=[C:67]([O:69][C@@H:70]3[CH2:75][CH2:74][NH:73][CH2:72][C@H:71]3[F:83])[N:68]=2)[N:42]=1)[CH3:40], predict the reactants needed to synthesize it. The reactants are: C(C1C2C(=CC=CC=2N[C:13](C2N3C=CC=CC3=NC=2)=[O:14])N(CC2C=CC=C(O[C@@H]3CCNC[C@H]3F)N=2)[N:4]=1)C.[CH2:39]([C:41]1[C:49]2[C:44](=[CH:45][CH:46]=[CH:47][C:48]=2[NH:50][C:51]([C:53]2[N:57]3[CH:58]=[CH:59][CH:60]=[CH:61][C:56]3=[N:55][CH:54]=2)=[O:52])[N:43]([CH2:62][C:63]2[N:68]=[C:67]([O:69][C@@H:70]3[CH2:75][CH2:74][N:73](C(OC(C)(C)C)=O)[CH2:72][C@H:71]3[F:83])[CH:66]=[CH:65][CH:64]=2)[N:42]=1)[CH3:40].C(O)(C(F)(F)F)=O.[CH2:91]([Cl:93])[Cl:92].